From a dataset of Reaction yield outcomes from USPTO patents with 853,638 reactions. Predict the reaction yield, written as a fraction of the theoretical maximum amount of product (1.0 means a 100% yield; for example, 0.34 means a 34% yield). (1) The reactants are [I:1][C:2]1[CH:9]=[CH:8][C:5]([CH:6]=O)=[CH:4][CH:3]=1.C(O[CH2:17][CH3:18])(=O)CC([O-])=O.S([CH2:29][N+:30]#[C-])(C1C=CC(C)=CC=1)(=O)=O. No catalyst specified. The product is [I:1][C:2]1[CH:9]=[CH:8][C:5]([C:6]2[CH:18]=[CH:17][NH:30][CH:29]=2)=[CH:4][CH:3]=1. The yield is 0.910. (2) The reactants are Cl[C:2]1[C:11]2[CH:10]=[N:9][C:8]([S:12][CH3:13])=[N:7][C:6]=2[C:5]([C:14]2[C:22]3[C:17](=[CH:18][C:19]([C:23]([F:26])([F:25])[F:24])=[CH:20][CH:21]=3)[N:16]([S:27]([C:30]3[CH:35]=[CH:34][C:33]([CH3:36])=[CH:32][CH:31]=3)(=[O:29])=[O:28])[CH:15]=2)=[CH:4][N:3]=1.[CH3:37]B1OB(C)OB(C)O1.C1COCC1.C1(P(C2CCCCC2)C2C=CC=CC=2C2C(OC)=CC=CC=2OC)CCCCC1.[F-].[Cs+]. The catalyst is O1CCOCC1. The product is [CH3:37][C:2]1[C:11]2[CH:10]=[N:9][C:8]([S:12][CH3:13])=[N:7][C:6]=2[C:5]([C:14]2[C:22]3[C:17](=[CH:18][C:19]([C:23]([F:26])([F:25])[F:24])=[CH:20][CH:21]=3)[N:16]([S:27]([C:30]3[CH:35]=[CH:34][C:33]([CH3:36])=[CH:32][CH:31]=3)(=[O:29])=[O:28])[CH:15]=2)=[CH:4][N:3]=1. The yield is 0.630. (3) The reactants are [OH:1][C@H:2]([CH3:14])[CH2:3][N:4]1[CH:12]=[N:11][C:10]2[C:5]1=[N:6][CH:7]=[N:8][C:9]=2[NH2:13].CC(C)([O-])C.[Mg+2].CC(C)([O-])C.CC(C)[O-].[Mg+2].CC(C)[O-].C1(C)C=CC(S(O[CH2:45][P:46](=[O:53])([O:50]CC)[O:47]CC)(=O)=O)=CC=1.Br[Si](C)(C)C. The catalyst is CN(C=O)C. The product is [P:46]([CH2:45][O:1][C@H:2]([CH3:14])[CH2:3][N:4]1[CH:12]=[N:11][C:10]2[C:5]1=[N:6][CH:7]=[N:8][C:9]=2[NH2:13])([OH:53])([OH:50])=[O:47]. The yield is 0.635. (4) The reactants are C(C1C=C([NH:10][C:11]([NH:13][C:14]2[CH:19]=[CH:18][C:17]([Cl:20])=[CH:16][CH:15]=2)=[O:12])N(C2C=C(C=CC=2)C(OCC)=O)N=1)(C)(C)C.[H-].[H-].[H-].[H-].[Li+].[Al+3]. The product is [Cl:20][C:17]1[CH:16]=[CH:15][C:14]([NH:13][C:11](=[O:12])[NH2:10])=[CH:19][CH:18]=1. The catalyst is C1COCC1. The yield is 0.970. (5) The reactants are [F:1][C:2]1[CH:7]=[C:6]([F:8])[CH:5]=[CH:4][C:3]=1[NH:9][C:10]1[CH:15]=[CH:14][C:13]([CH2:16][S:17]([CH3:20])(=[O:19])=[O:18])=[CH:12][C:11]=1[C:21]1[C:22]2[CH:31]=[C:30]([C:32]([OH:34])=O)[NH:29][C:23]=2[C:24](=[O:28])[N:25]([CH3:27])[CH:26]=1.C(Cl)(=O)C(Cl)=O.[CH2:41]([NH2:43])[CH3:42]. The catalyst is CN(C)C=O.O. The product is [F:1][C:2]1[CH:7]=[C:6]([F:8])[CH:5]=[CH:4][C:3]=1[NH:9][C:10]1[CH:15]=[CH:14][C:13]([CH2:16][S:17]([CH3:20])(=[O:18])=[O:19])=[CH:12][C:11]=1[C:21]1[C:22]2[CH:31]=[C:30]([C:32]([NH:43][CH2:41][CH3:42])=[O:34])[NH:29][C:23]=2[C:24](=[O:28])[N:25]([CH3:27])[CH:26]=1. The yield is 0.300.